From a dataset of NCI-60 drug combinations with 297,098 pairs across 59 cell lines. Regression. Given two drug SMILES strings and cell line genomic features, predict the synergy score measuring deviation from expected non-interaction effect. (1) Drug 1: CC1=CC2C(CCC3(C2CCC3(C(=O)C)OC(=O)C)C)C4(C1=CC(=O)CC4)C. Drug 2: CC1C(C(CC(O1)OC2CC(CC3=C2C(=C4C(=C3O)C(=O)C5=CC=CC=C5C4=O)O)(C(=O)C)O)N)O. Cell line: CCRF-CEM. Synergy scores: CSS=46.3, Synergy_ZIP=4.74, Synergy_Bliss=4.84, Synergy_Loewe=-3.19, Synergy_HSA=7.32. (2) Drug 1: CC1=CC=C(C=C1)C2=CC(=NN2C3=CC=C(C=C3)S(=O)(=O)N)C(F)(F)F. Drug 2: CC1CCC2CC(C(=CC=CC=CC(CC(C(=O)C(C(C(=CC(C(=O)CC(OC(=O)C3CCCCN3C(=O)C(=O)C1(O2)O)C(C)CC4CCC(C(C4)OC)O)C)C)O)OC)C)C)C)OC. Cell line: M14. Synergy scores: CSS=16.2, Synergy_ZIP=2.88, Synergy_Bliss=0.774, Synergy_Loewe=-51.8, Synergy_HSA=1.14. (3) Drug 1: CC1C(C(CC(O1)OC2CC(CC3=C2C(=C4C(=C3O)C(=O)C5=C(C4=O)C(=CC=C5)OC)O)(C(=O)CO)O)N)O.Cl. Drug 2: C(CC(=O)O)C(=O)CN.Cl. Cell line: OVCAR-8. Synergy scores: CSS=3.61, Synergy_ZIP=0.372, Synergy_Bliss=3.41, Synergy_Loewe=0.0168, Synergy_HSA=1.41. (4) Drug 1: CCC1(CC2CC(C3=C(CCN(C2)C1)C4=CC=CC=C4N3)(C5=C(C=C6C(=C5)C78CCN9C7C(C=CC9)(C(C(C8N6C=O)(C(=O)OC)O)OC(=O)C)CC)OC)C(=O)OC)O.OS(=O)(=O)O. Drug 2: CCN(CC)CCNC(=O)C1=C(NC(=C1C)C=C2C3=C(C=CC(=C3)F)NC2=O)C. Cell line: SF-268. Synergy scores: CSS=21.5, Synergy_ZIP=-1.43, Synergy_Bliss=2.21, Synergy_Loewe=3.22, Synergy_HSA=3.90. (5) Drug 1: CC(C1=C(C=CC(=C1Cl)F)Cl)OC2=C(N=CC(=C2)C3=CN(N=C3)C4CCNCC4)N. Drug 2: C1=CC(=CC=C1CCCC(=O)O)N(CCCl)CCCl. Cell line: T-47D. Synergy scores: CSS=27.7, Synergy_ZIP=-6.11, Synergy_Bliss=0.497, Synergy_Loewe=-0.845, Synergy_HSA=-0.942. (6) Drug 1: CNC(=O)C1=CC=CC=C1SC2=CC3=C(C=C2)C(=NN3)C=CC4=CC=CC=N4. Drug 2: CCC1=C2CN3C(=CC4=C(C3=O)COC(=O)C4(CC)O)C2=NC5=C1C=C(C=C5)O. Cell line: HS 578T. Synergy scores: CSS=25.3, Synergy_ZIP=9.34, Synergy_Bliss=6.98, Synergy_Loewe=1.98, Synergy_HSA=5.08. (7) Drug 1: CC1=CC2C(CCC3(C2CCC3(C(=O)C)OC(=O)C)C)C4(C1=CC(=O)CC4)C. Drug 2: CC1=C2C(C(=O)C3(C(CC4C(C3C(C(C2(C)C)(CC1OC(=O)C(C(C5=CC=CC=C5)NC(=O)OC(C)(C)C)O)O)OC(=O)C6=CC=CC=C6)(CO4)OC(=O)C)O)C)O. Cell line: UACC62. Synergy scores: CSS=30.3, Synergy_ZIP=3.78, Synergy_Bliss=6.09, Synergy_Loewe=-25.8, Synergy_HSA=4.88. (8) Drug 1: C1C(C(OC1N2C=NC3=C(N=C(N=C32)Cl)N)CO)O. Drug 2: CC1=C(C(=O)C2=C(C1=O)N3CC4C(C3(C2COC(=O)N)OC)N4)N. Cell line: HCC-2998. Synergy scores: CSS=60.2, Synergy_ZIP=-7.08, Synergy_Bliss=-7.50, Synergy_Loewe=1.07, Synergy_HSA=3.09.